This data is from Reaction yield outcomes from USPTO patents with 853,638 reactions. The task is: Predict the reaction yield, written as a fraction of the theoretical maximum amount of product (1.0 means a 100% yield; for example, 0.34 means a 34% yield). (1) The reactants are [F:1][C:2]([F:14])([F:13])[C:3]1[N:8]=[C:7]([CH3:9])[C:6]([C:10](Cl)=[O:11])=[CH:5][CH:4]=1.[Cl:15][C:16]1[CH:22]=[CH:21][C:19]([NH2:20])=[CH:18][C:17]=1[C:23]1[CH:28]=[CH:27][CH:26]=[CH:25][N:24]=1.CCOC(C)=O. The catalyst is C1COCC1. The product is [Cl:15][C:16]1[CH:22]=[CH:21][C:19]([NH:20][C:10]([C:6]2[C:7]([CH3:9])=[N:8][C:3]([C:2]([F:14])([F:13])[F:1])=[CH:4][CH:5]=2)=[O:11])=[CH:18][C:17]=1[C:23]1[CH:28]=[CH:27][CH:26]=[CH:25][N:24]=1. The yield is 0.880. (2) The yield is 0.610. The product is [CH:1]1([CH2:4][NH:10][CH2:9][CH:8]([O:11][CH3:12])[O:7][CH3:6])[CH2:3][CH2:2]1. The catalyst is CO. The reactants are [CH:1]1([CH:4]=O)[CH2:3][CH2:2]1.[CH3:6][O:7][CH:8]([O:11][CH3:12])[CH2:9][NH2:10].[BH3-]C#N.[Na+].CC(O)=O. (3) The reactants are [CH:1]([O:4][C:5]1([C:8]2[CH:13]=[CH:12][C:11]([C:14]#[C:15][C:16]3[CH:26]=[CH:25][C:19]([C:20]([O:22]CC)=[O:21])=[CH:18][CH:17]=3)=[CH:10][C:9]=2[CH3:27])[CH2:7][CH2:6]1)([CH3:3])[CH3:2].[OH-].[Na+]. The catalyst is C(O)C.O1CCCC1. The product is [CH:1]([O:4][C:5]1([C:8]2[CH:13]=[CH:12][C:11]([C:14]#[C:15][C:16]3[CH:17]=[CH:18][C:19]([C:20]([OH:22])=[O:21])=[CH:25][CH:26]=3)=[CH:10][C:9]=2[CH3:27])[CH2:6][CH2:7]1)([CH3:3])[CH3:2]. The yield is 0.690.